Dataset: Catalyst prediction with 721,799 reactions and 888 catalyst types from USPTO. Task: Predict which catalyst facilitates the given reaction. (1) Reactant: [C:1]([O:5][C:6]([N:8]1[CH2:13][CH2:12][N:11]([C:14]2[C:19]([C:20]([O:22]CC)=[O:21])=[CH:18][N:17]=[C:16]([C:25]([CH3:28])([CH3:27])[CH3:26])[N:15]=2)[CH2:10][CH2:9]1)=[O:7])([CH3:4])([CH3:3])[CH3:2].O[Li].O. Product: [C:1]([O:5][C:6]([N:8]1[CH2:9][CH2:10][N:11]([C:14]2[C:19]([C:20]([OH:22])=[O:21])=[CH:18][N:17]=[C:16]([C:25]([CH3:28])([CH3:27])[CH3:26])[N:15]=2)[CH2:12][CH2:13]1)=[O:7])([CH3:4])([CH3:3])[CH3:2]. The catalyst class is: 636. (2) Reactant: [O:1]1[C:5]2([CH2:10][CH2:9][C:8](=O)[CH2:7][CH2:6]2)[O:4][CH2:3][CH2:2]1.[NH:12]1[CH2:17][CH2:16][O:15][CH2:14][CH2:13]1.CC(O)=O.C([BH3-])#N.[Na+]. Product: [O:1]1[C:5]2([CH2:10][CH2:9][CH:8]([N:12]3[CH2:17][CH2:16][O:15][CH2:14][CH2:13]3)[CH2:7][CH2:6]2)[O:4][CH2:3][CH2:2]1. The catalyst class is: 97.